From a dataset of NCI-60 drug combinations with 297,098 pairs across 59 cell lines. Regression. Given two drug SMILES strings and cell line genomic features, predict the synergy score measuring deviation from expected non-interaction effect. (1) Drug 1: CS(=O)(=O)C1=CC(=C(C=C1)C(=O)NC2=CC(=C(C=C2)Cl)C3=CC=CC=N3)Cl. Drug 2: C1CC(=O)NC(=O)C1N2C(=O)C3=CC=CC=C3C2=O. Cell line: SNB-75. Synergy scores: CSS=3.71, Synergy_ZIP=0.929, Synergy_Bliss=5.86, Synergy_Loewe=3.83, Synergy_HSA=3.68. (2) Drug 1: C1=CC(=CC=C1CCC2=CNC3=C2C(=O)NC(=N3)N)C(=O)NC(CCC(=O)O)C(=O)O. Drug 2: C1CCC(CC1)NC(=O)N(CCCl)N=O. Cell line: T-47D. Synergy scores: CSS=14.5, Synergy_ZIP=-1.27, Synergy_Bliss=3.09, Synergy_Loewe=3.79, Synergy_HSA=4.07.